This data is from Reaction yield outcomes from USPTO patents with 853,638 reactions. The task is: Predict the reaction yield, written as a fraction of the theoretical maximum amount of product (1.0 means a 100% yield; for example, 0.34 means a 34% yield). (1) The reactants are [I-].[CH3:2][S+](C)(C)=O.[H-].[Na+].[NH:9]1[C:17]2[C:12](=[CH:13][C:14](/[CH:18]=[C:19]3/[C:20](=[O:28])[NH:21][C:22]4[C:27]/3=[CH:26][CH:25]=[CH:24][CH:23]=4)=[CH:15][CH:16]=2)[CH:11]=[N:10]1. The catalyst is CN(C=O)C. The product is [NH:9]1[C:17]2[C:12](=[CH:13][C:14]([C@H:18]3[C@@:19]4([C:27]5[C:22](=[CH:23][CH:24]=[CH:25][CH:26]=5)[NH:21][C:20]4=[O:28])[CH2:2]3)=[CH:15][CH:16]=2)[CH:11]=[N:10]1. The yield is 0.180. (2) The reactants are [NH2:1][C@@H:2]([C:4](O)=[O:5])[CH3:3].[H-].[H-].[H-].[H-].[Li+].[Al+3].C1COCC1.[CH3:30][C:29]([O:28][C:26](O[C:26]([O:28][C:29]([CH3:32])([CH3:31])[CH3:30])=[O:27])=[O:27])([CH3:32])[CH3:31]. The catalyst is C(Cl)Cl. The product is [C:26]([C@@H:4]([OH:5])[CH:2]([NH2:1])[CH3:3])([O:28][C:29]([CH3:30])([CH3:31])[CH3:32])=[O:27]. The yield is 0.630.